From a dataset of Peptide-MHC class I binding affinity with 185,985 pairs from IEDB/IMGT. Regression. Given a peptide amino acid sequence and an MHC pseudo amino acid sequence, predict their binding affinity value. This is MHC class I binding data. The peptide sequence is PEDDGTDWF. The MHC is HLA-A24:03 with pseudo-sequence HLA-A24:03. The binding affinity (normalized) is 0.0847.